This data is from Reaction yield outcomes from USPTO patents with 853,638 reactions. The task is: Predict the reaction yield, written as a fraction of the theoretical maximum amount of product (1.0 means a 100% yield; for example, 0.34 means a 34% yield). The reactants are [CH3:1][O:2][C:3]1[CH:8]=[CH:7][C:6]([C:9]2[CH:17]=[CH:16][CH:15]=[C:14]3[C:10]=2[CH2:11][C:12](=[O:18])[NH:13]3)=[CH:5][CH:4]=1.[CH3:19][C:20]1[CH:24]=[C:23]([CH3:25])[NH:22][C:21]=1[CH:26]=O. The catalyst is C(O)C.N1CCCCC1. The product is [CH3:19][C:20]1[CH:24]=[C:23]([CH3:25])[NH:22][C:21]=1[CH:26]=[C:11]1[C:10]2[C:14](=[CH:15][CH:16]=[CH:17][C:9]=2[C:6]2[CH:7]=[CH:8][C:3]([O:2][CH3:1])=[CH:4][CH:5]=2)[NH:13][C:12]1=[O:18]. The yield is 0.660.